The task is: Predict the product of the given reaction.. This data is from Forward reaction prediction with 1.9M reactions from USPTO patents (1976-2016). (1) Given the reactants [H-].[Na+].[CH2:3]([N:10]1[C@@H:15]2[CH2:16][CH2:17][C@@:11]1([C:19]1[CH:24]=[CH:23][CH:22]=[CH:21][CH:20]=1)[C@H:12]([OH:18])[CH2:13][CH2:14]2)[C:4]1[CH:9]=[CH:8][CH:7]=[CH:6][CH:5]=1.[F:25][C:26]([F:40])([F:39])[C:27]1[CH:28]=[C:29]([CH:32]=[C:33]([C:35]([F:38])([F:37])[F:36])[CH:34]=1)[CH2:30]Br.C1OCCOCCOCCOCCOCCOC1, predict the reaction product. The product is: [CH2:3]([N:10]1[C@@H:15]2[CH2:16][CH2:17][C@@:11]1([C:19]1[CH:24]=[CH:23][CH:22]=[CH:21][CH:20]=1)[C@H:12]([O:18][CH2:30][C:29]1[CH:32]=[C:33]([C:35]([F:37])([F:38])[F:36])[CH:34]=[C:27]([C:26]([F:25])([F:39])[F:40])[CH:28]=1)[CH2:13][CH2:14]2)[C:4]1[CH:5]=[CH:6][CH:7]=[CH:8][CH:9]=1. (2) Given the reactants [CH3:1][Si](Cl)(C)C.Br[CH2:7][C:8]([O:10][CH2:11][CH3:12])=[O:9].C(OC(N1[CH2:25][CH2:24][CH:23]([O:26][C:27]2[CH:32]=[CH:31][C:30]([CH:33]=[O:34])=[C:29]([B:35]3[O:39]C(C)(C)C(C)(C)O3)[CH:28]=2)CC1)=O)(C)(C)C.[NH4+].[Cl-].C1C[O:49][CH2:48][CH2:47]1, predict the reaction product. The product is: [CH2:11]([O:10][C:8](=[O:9])[CH2:7][CH:33]1[O:34][B:35]([OH:39])[C:29]2[CH:28]=[C:27]([O:26][CH:23]3[CH2:24][CH2:25][CH2:47][CH2:48][O:49]3)[CH:32]=[C:31]([CH3:1])[C:30]1=2)[CH3:12]. (3) Given the reactants [Cl:1][C:2]1[CH:3]=[CH:4][C:5]([O:51][CH:52]([F:54])[F:53])=[C:6]([C:8]2[C:12]([NH:13][C:14]([C:16]3[CH:17]=[N:18][N:19]4[CH:24]=[CH:23][CH:22]=[N:21][C:20]=34)=[O:15])=[CH:11][N:10]([CH2:25][C:26]([N:28]3[CH2:33][CH2:32][CH:31]([C:34]([O:36][CH2:37][CH:38]4[CH2:43][CH2:42][N:41](C(OC(C)(C)C)=O)[CH2:40][CH2:39]4)=[O:35])[CH2:30][CH2:29]3)=[O:27])[N:9]=2)[CH:7]=1, predict the reaction product. The product is: [Cl:1][C:2]1[CH:3]=[CH:4][C:5]([O:51][CH:52]([F:54])[F:53])=[C:6]([C:8]2[C:12]([NH:13][C:14]([C:16]3[CH:17]=[N:18][N:19]4[CH:24]=[CH:23][CH:22]=[N:21][C:20]=34)=[O:15])=[CH:11][N:10]([CH2:25][C:26]([N:28]3[CH2:33][CH2:32][CH:31]([C:34]([O:36][CH2:37][CH:38]4[CH2:43][CH2:42][NH:41][CH2:40][CH2:39]4)=[O:35])[CH2:30][CH2:29]3)=[O:27])[N:9]=2)[CH:7]=1. (4) Given the reactants [NH:1]1[C:10]2[C:5](=[CH:6][CH:7]=[C:8]([CH:11]3[CH2:16][CH2:15][N:14]([C:17]4[N:22]=[CH:21][N:20]=[C:19]([NH:23][CH2:24][C@@H:25]([C:37]([O:39]C(C)(C)C)=[O:38])[NH:26][C:27]([O:29][CH2:30][C:31]5[CH:36]=[CH:35][CH:34]=[CH:33][CH:32]=5)=[O:28])[C:18]=4[CH3:44])[CH2:13][CH2:12]3)[N:9]=2)[CH2:4][CH2:3][CH2:2]1.FC(F)(F)C(O)=O.C1(C)C=CC=CC=1, predict the reaction product. The product is: [NH:1]1[C:10]2[C:5](=[CH:6][CH:7]=[C:8]([CH:11]3[CH2:12][CH2:13][N:14]([C:17]4[N:22]=[CH:21][N:20]=[C:19]([NH:23][CH2:24][C@@H:25]([C:37]([OH:39])=[O:38])[NH:26][C:27]([O:29][CH2:30][C:31]5[CH:32]=[CH:33][CH:34]=[CH:35][CH:36]=5)=[O:28])[C:18]=4[CH3:44])[CH2:15][CH2:16]3)[N:9]=2)[CH2:4][CH2:3][CH2:2]1. (5) Given the reactants [C:1]1([C@@H:13]2[CH2:18][CH2:17][C@H:16]([CH:19]=O)[CH2:15][CH2:14]2)[N:2]=[N:3][N:4]2[C:9]=1[C:8]1[CH:10]=[CH:11][NH:12][C:7]=1[N:6]=[CH:5]2.Cl.[OH:22][CH:23]1[CH2:26][NH:25][CH2:24]1.B.N1C=CC=CC=1C.O, predict the reaction product. The product is: [C:1]1([C@@H:13]2[CH2:18][CH2:17][C@H:16]([CH2:19][N:25]3[CH2:26][CH:23]([OH:22])[CH2:24]3)[CH2:15][CH2:14]2)[N:2]=[N:3][N:4]2[C:9]=1[C:8]1[CH:10]=[CH:11][NH:12][C:7]=1[N:6]=[CH:5]2.